Dataset: NCI-60 drug combinations with 297,098 pairs across 59 cell lines. Task: Regression. Given two drug SMILES strings and cell line genomic features, predict the synergy score measuring deviation from expected non-interaction effect. (1) Drug 1: CC(C1=C(C=CC(=C1Cl)F)Cl)OC2=C(N=CC(=C2)C3=CN(N=C3)C4CCNCC4)N. Drug 2: CC1C(C(CC(O1)OC2CC(CC3=C2C(=C4C(=C3O)C(=O)C5=C(C4=O)C(=CC=C5)OC)O)(C(=O)C)O)N)O.Cl. Cell line: COLO 205. Synergy scores: CSS=19.6, Synergy_ZIP=-0.0208, Synergy_Bliss=1.32, Synergy_Loewe=-8.50, Synergy_HSA=-1.36. (2) Drug 1: CCCCC(=O)OCC(=O)C1(CC(C2=C(C1)C(=C3C(=C2O)C(=O)C4=C(C3=O)C=CC=C4OC)O)OC5CC(C(C(O5)C)O)NC(=O)C(F)(F)F)O. Drug 2: C1=CN(C=N1)CC(O)(P(=O)(O)O)P(=O)(O)O. Cell line: A549. Synergy scores: CSS=-1.48, Synergy_ZIP=0.255, Synergy_Bliss=-1.49, Synergy_Loewe=-1.50, Synergy_HSA=-2.01.